From a dataset of Experimentally validated miRNA-target interactions with 360,000+ pairs, plus equal number of negative samples. Binary Classification. Given a miRNA mature sequence and a target amino acid sequence, predict their likelihood of interaction. (1) The protein sequence of the target gene is MEPRMESCLAQVLQKDVGKRLQVGQELIDYFSDKQKSADLEHDQTMLDKLVDGLATSWVNSSNYKVVLLGMDILSALVTRLQDRFKAQIGTVLPSLIDRLGDAKDSVREQDQTLLLKIMDQAANPQYVWDRMLGGFKHKNFRTREGICLCLIATLNASGAQTLTLSKIVPHICNLLGDPNSQVRDAAINSLVEIYRHVGERVRADLSKKGLPQSRLNVIFTKFDEVQKSGNMIQSANDKNFDDEDSVDGNRPSSASSTSSKAPPSSRRNVGMGTTRRLGSSTLGSKSSAAKEGAGAVDEE.... The miRNA is hsa-miR-3065-3p with sequence UCAGCACCAGGAUAUUGUUGGAG. Result: 1 (interaction). (2) The miRNA is hsa-miR-190a-3p with sequence CUAUAUAUCAAACAUAUUCCU. The protein sequence of the target gene is MASVVLPSGSQCAAAAAAAAPPGLRLRLLLLLFSAAALIPTGDGQNLFTKDVTVIEGEVATISCQVNKSDDSVIQLLNPNRQTIYFRDFRPLKDSRFQLLNFSSSELKVSLTNVSISDEGRYFCQLYTDPPQESYTTITVLVPPRNLMIDIQKDTAVEGEEIEVNCTAMASKPATTIRWFKGNTELKGKSEVEEWSDMYTVTSQLMLKVHKEDDGVPVICQVEHPAVTGNLQTQRYLEVQYKPQVHIQMTYPLQGLTREGDALELTCEAIGKPQPVMVTWVRVDDEMPQHAVLSGPNLFI.... Result: 1 (interaction). (3) The miRNA is hsa-miR-6132 with sequence AGCAGGGCUGGGGAUUGCA. The protein sequence of the target gene is MADTDEGFGLARTPLEPDSKDRSCDSKPESALGAPSKSPSSPQAAFTQQGMEGIKVFLHERELWLKFHEVGTEMIITKAGRRMFPSYKVKVTGLNPKTKYILLMDIVPADDHRYKFADNKWSVTGKAEPAMPGRLYVHPDSPATGAHWMRQLVSFQKLKLTNNHLDPFGHIILNSMHKYQPRLHIVKADENNGFGSKNTAFCTHVFPETAFIAVTSYQNHKITQLKIENNPFAKGFRGSDDLELHRMSRMQSKEYPVVPRSTVRHKVTSNHSPFSSETRALSTSSNLGSQYQCENGVSGP.... Result: 0 (no interaction). (4) The miRNA is hsa-miR-4279 with sequence CUCUCCUCCCGGCUUC. The protein sequence of the target gene is MAGDGRRAEAVREGWGVYVTPRAPIREGRGRLAPQNGGSSDAPAYRTPPSRQGRREVRFSDEPPEVYGDFEPLVAKERSPVGKRTRLEEFRSDSAKEEVRESAYYLRSRQRRQPRPQETEEMKTRRTTRLQQQHSEQPPLQPSPVMTRRGLRDSHSSEEDEASSQTDLSQTISKKTVRSIQEAPVSEDLVIRLRRPPLRYPRYEATSVQQKVNFSEEGETEEDDQDSSHSSVTTVKARSRDSDESGDKTTRSSSQYIESFWQSSQSQNFTAHDKQPSVLSSGYQKTPQEWAPQTARIRTR.... Result: 1 (interaction). (5) The miRNA is mmu-miR-544-5p with sequence UCUUGUUAAAAAGCAGAGUCU. The protein sequence of the target gene is MNAEPERKFGVVVVGVGRAGSVRMRDLRNPHPSSAFLNLIGFVSRRELGSIDGVQQISLEDALSSQEVEVAYICSESSSHEDYIRQFLNAGKHVLVEYPMTLSLAAAQELWELAEQKGKVLHEEHVELLMEEFAFLKKEVVGKDLLKGSLLFTAGPLEEERFGFPAFSGISRLTWLVSLFGELSLVSATLEERKEDQYMKMTVCLETEKKSPLSWIEEKGPGLKRNRYLSFHFKSGSLENVPNVGVNKNIFLKDQNIFVQKLLGQFSEKELAAEKKRILHCLGLAEEIQKYCCSRK. Result: 0 (no interaction).